Dataset: Full USPTO retrosynthesis dataset with 1.9M reactions from patents (1976-2016). Task: Predict the reactants needed to synthesize the given product. (1) The reactants are: [Cl:1][C:2]1[CH:7]=[CH:6][C:5]([C:8]([C:10]2[N:18]3[C:13]([CH:14]=[C:15]([CH:19]([CH3:21])[CH3:20])[CH:16]=[CH:17]3)=[C:12]([C:22](=[O:27])[C:23]([CH3:26])([CH3:25])[CH3:24])[C:11]=2[CH2:28][C:29]([CH3:34])([CH3:33])[C:30](O)=[O:31])=[O:9])=[CH:4][CH:3]=1.F[P-](F)(F)(F)(F)F.N1(OC(N(C)C)=[N+](C)C)[C:46]2[N:47]=[CH:48]C=CC=2N=N1.Cl.CNC. Given the product [Cl:1][C:2]1[CH:3]=[CH:4][C:5]([C:8]([C:10]2[N:18]3[C:13]([CH:14]=[C:15]([CH:19]([CH3:21])[CH3:20])[CH:16]=[CH:17]3)=[C:12]([C:22](=[O:27])[C:23]([CH3:25])([CH3:26])[CH3:24])[C:11]=2[CH2:28][C:29]([CH3:33])([CH3:34])[C:30]([N:47]([CH3:48])[CH3:46])=[O:31])=[O:9])=[CH:6][CH:7]=1, predict the reactants needed to synthesize it. (2) Given the product [C:30]([C:27]1[CH:28]=[CH:29][C:24]([NH:23][CH:6]([C:7]2[CH:12]=[C:11]([O:13][CH2:14][CH3:15])[CH:10]=[C:9]([O:16][C@@H:17]3[CH2:21][CH2:20][O:19][CH2:18]3)[C:8]=2[F:22])[C:5]([OH:33])=[O:4])=[CH:25][CH:26]=1)(=[NH:31])[NH2:32], predict the reactants needed to synthesize it. The reactants are: Cl.C([O:4][C:5](=[O:33])[CH:6]([NH:23][C:24]1[CH:29]=[CH:28][C:27]([C:30](=[NH:32])[NH2:31])=[CH:26][CH:25]=1)[C:7]1[CH:12]=[C:11]([O:13][CH2:14][CH3:15])[CH:10]=[C:9]([O:16][C@@H:17]2[CH2:21][CH2:20][O:19][CH2:18]2)[C:8]=1[F:22])C. (3) Given the product [CH3:18][S:19][CH2:20][CH2:21][O:1][C:2]1[CH:7]=[N:6][C:5]([NH2:8])=[N:4][CH:3]=1, predict the reactants needed to synthesize it. The reactants are: [OH:1][C:2]1[CH:3]=[N:4][C:5]([NH:8]C(=O)CCCCC)=[N:6][CH:7]=1.[OH-].[Na+].[CH3:18][S:19][CH2:20][CH2:21]Cl.CO. (4) Given the product [C:15]1([C@@H:21]([NH:23][C:2]2[CH2:8][CH:7]3[O:9][CH:4]([CH2:5][CH2:6]3)[C:3]=2[C:10]([O:12][CH2:13][CH3:14])=[O:11])[CH3:22])[CH:20]=[CH:19][CH:18]=[CH:17][CH:16]=1, predict the reactants needed to synthesize it. The reactants are: O=[C:2]1[CH2:8][CH:7]2[O:9][CH:4]([CH2:5][CH2:6]2)[CH:3]1[C:10]([O:12][CH2:13][CH3:14])=[O:11].[C:15]1([C@@H:21]([NH2:23])[CH3:22])[CH:20]=[CH:19][CH:18]=[CH:17][CH:16]=1.C(O)(=O)C. (5) Given the product [CH2:16]([CH:17]([O:20][C:4]1[C:5]([CH3:14])=[CH:6][C:7]2[N:8]([C:10]([NH2:13])=[N:11][N:12]=2)[N:9]=1)[CH2:18][CH3:19])[CH3:15], predict the reactants needed to synthesize it. The reactants are: [H-].[Na+].Cl[C:4]1[C:5]([CH3:14])=[CH:6][C:7]2[N:8]([C:10]([NH2:13])=[N:11][N:12]=2)[N:9]=1.[CH3:15][CH2:16][CH:17]([OH:20])[CH2:18][CH3:19]. (6) The reactants are: Br[C:2]1[CH:10]=[C:9]([C:11]#[N:12])[CH:8]=[C:7]2[C:3]=1[CH:4]=[CH:5][NH:6]2.C([O-])(=O)C.[K+].B1(B2OC(C)(C)C(C)(C)O2)OC(C)(C)C(C)(C)O1.Cl[C:37]1[N:42]=[C:41]([N:43]2[CH2:48][CH2:47][O:46][CH2:45][C@H:44]2[CH3:49])[CH:40]=[C:39]([C:50]2([S:53]([CH3:56])(=[O:55])=[O:54])[CH2:52][CH2:51]2)[N:38]=1.C(=O)([O-])[O-].[Na+].[Na+]. Given the product [CH3:49][C@@H:44]1[CH2:45][O:46][CH2:47][CH2:48][N:43]1[C:41]1[CH:40]=[C:39]([C:50]2([S:53]([CH3:56])(=[O:55])=[O:54])[CH2:51][CH2:52]2)[N:38]=[C:37]([C:2]2[CH:10]=[C:9]([C:11]#[N:12])[CH:8]=[C:7]3[C:3]=2[CH:4]=[CH:5][NH:6]3)[N:42]=1, predict the reactants needed to synthesize it. (7) The reactants are: Br[C:2]1[CH:7]=[CH:6][C:5]([CH2:8][CH2:9][CH2:10][N:11]([CH3:13])[CH3:12])=[C:4]([Cl:14])[C:3]=1[CH3:15].C(=O)=O.CC(C)=O.[Li]CCCC.C(O[B:32]1[O:36][C:35]([CH3:38])([CH3:37])[C:34]([CH3:40])([CH3:39])[O:33]1)(C)C. Given the product [Cl:14][C:4]1[C:3]([CH3:15])=[C:2]([B:32]2[O:36][C:35]([CH3:38])([CH3:37])[C:34]([CH3:40])([CH3:39])[O:33]2)[CH:7]=[CH:6][C:5]=1[CH2:8][CH2:9][CH2:10][N:11]([CH3:13])[CH3:12], predict the reactants needed to synthesize it. (8) Given the product [OH:7][C@@H:8]1[CH2:25][CH2:24][C@@:23]2([CH3:26])[C@H:10]([CH2:11][CH2:12][C@@H:13]3[C:22]2=[CH:21][CH2:20][C@@:18]2([CH3:19])[C@H:14]3[CH2:15][CH2:16]/[C:17]/2=[CH:1]/[CH3:2])[CH2:9]1, predict the reactants needed to synthesize it. The reactants are: [CH3:1][C:2](C)([O-])C.[K+].[OH:7][C@@H:8]1[CH2:25][CH2:24][C@@:23]2([CH3:26])[C@H:10]([CH2:11][CH2:12][C@@H:13]3[C:22]2=[CH:21][CH2:20][C@@:18]2([CH3:19])[C@H:14]3[CH2:15][CH2:16][C:17]2=O)[CH2:9]1. (9) Given the product [Cl:4][C:5]1[CH:11]=[C:10]([NH2:12])[C:8]([NH2:9])=[C:7]([CH2:15][N:16]2[CH2:21][CH2:20][O:19][CH2:18][CH2:17]2)[CH:6]=1, predict the reactants needed to synthesize it. The reactants are: [Sn](Cl)Cl.[Cl:4][C:5]1[CH:11]=[C:10]([N+:12]([O-])=O)[C:8]([NH2:9])=[C:7]([CH2:15][N:16]2[CH2:21][CH2:20][O:19][CH2:18][CH2:17]2)[CH:6]=1.